From a dataset of Catalyst prediction with 721,799 reactions and 888 catalyst types from USPTO. Predict which catalyst facilitates the given reaction. (1) Reactant: Cl[C:2]1[N:7]=[C:6]([C:8]2[S:12][C:11]([C:13]([CH3:16])([CH3:15])[CH3:14])=[N:10][C:9]=2[C:17]2[C:18]([F:35])=[C:19]([NH:23][S:24]([C:27]3[C:32]([F:33])=[CH:31][CH:30]=[CH:29][C:28]=3[F:34])(=[O:26])=[O:25])[CH:20]=[CH:21][CH:22]=2)[CH:5]=[CH:4][N:3]=1.[NH3:36]. Product: [NH2:36][C:2]1[N:7]=[C:6]([C:8]2[S:12][C:11]([C:13]([CH3:16])([CH3:15])[CH3:14])=[N:10][C:9]=2[C:17]2[C:18]([F:35])=[C:19]([NH:23][S:24]([C:27]3[C:32]([F:33])=[CH:31][CH:30]=[CH:29][C:28]=3[F:34])(=[O:26])=[O:25])[CH:20]=[CH:21][CH:22]=2)[CH:5]=[CH:4][N:3]=1. The catalyst class is: 5. (2) Reactant: [Mg].Br[C:3]1[CH:8]=[CH:7][C:6]([C:9]2[CH:14]=[CH:13][CH:12]=[CH:11][C:10]=2[CH:15]=[CH2:16])=[CH:5][CH:4]=1.[O:17]=[C:18]1[CH2:22][N:21]([C:23]([O:25][CH2:26][CH2:27][Si:28]([CH3:31])([CH3:30])[CH3:29])=[O:24])[C@H:20]([C:32]([O:34][CH3:35])=[O:33])[CH2:19]1. Product: [OH:17][C@:18]1([C:3]2[CH:8]=[CH:7][C:6]([C:9]3[CH:14]=[CH:13][CH:12]=[CH:11][C:10]=3[CH:15]=[CH2:16])=[CH:5][CH:4]=2)[CH2:22][N:21]([C:23]([O:25][CH2:26][CH2:27][Si:28]([CH3:30])([CH3:31])[CH3:29])=[O:24])[C@H:20]([C:32]([O:34][CH3:35])=[O:33])[CH2:19]1. The catalyst class is: 182. (3) Reactant: C[O:2][C:3]1[CH:8]=[CH:7][C:6]([C:9](=[O:11])[CH3:10])=[C:5]([CH3:12])[C:4]=1[CH3:13].B(Br)(Br)Br.C([O-])(O)=O.[Na+]. Product: [OH:2][C:3]1[CH:8]=[CH:7][C:6]([C:9](=[O:11])[CH3:10])=[C:5]([CH3:12])[C:4]=1[CH3:13]. The catalyst class is: 2. (4) Reactant: [C:1]([NH:9][C:10]1[CH:43]=[CH:42][C:13]([O:14][C:15]2[C:24]3[C:19](=[CH:20][C:21]([O:27][CH2:28][CH2:29][C@H:30]([NH:34][C:35]([O:37][C:38]([CH3:41])([CH3:40])[CH3:39])=[O:36])[C:31]([OH:33])=[O:32])=[C:22]([O:25][CH3:26])[CH:23]=3)[N:18]=[CH:17][CH:16]=2)=[CH:12][CH:11]=1)(=[O:8])[C:2]1[CH:7]=[CH:6][CH:5]=[CH:4][CH:3]=1.[CH3:44][CH:45]1[CH2:49][CH2:48][CH2:47][CH:46]1O.C(Cl)CCl. Product: [CH3:44][CH:45]1[CH2:49][CH2:48][CH2:47][CH:46]1[O:32][C:31](=[O:33])[C@@H:30]([NH:34][C:35]([O:37][C:38]([CH3:40])([CH3:39])[CH3:41])=[O:36])[CH2:29][CH2:28][O:27][C:21]1[CH:20]=[C:19]2[C:24]([C:15]([O:14][C:13]3[CH:42]=[CH:43][C:10]([NH:9][C:1](=[O:8])[C:2]4[CH:3]=[CH:4][CH:5]=[CH:6][CH:7]=4)=[CH:11][CH:12]=3)=[CH:16][CH:17]=[N:18]2)=[CH:23][C:22]=1[O:25][CH3:26]. The catalyst class is: 239. (5) Reactant: [C:1]([C:5]1[CH:10]=[CH:9][C:8]([C:11]2[N:15]=[C:14]([C:16]3[N:20]=[C:19]([CH3:21])[N:18]([CH2:22][C:23]4[CH:28]=[CH:27][N:26]=[C:25](Cl)[CH:24]=4)[N:17]=3)[O:13][N:12]=2)=[CH:7][CH:6]=1)([CH3:4])([CH3:3])[CH3:2].[CH3:30][N:31]1[CH2:36][CH2:35][NH:34][CH2:33][CH2:32]1. Product: [C:1]([C:5]1[CH:10]=[CH:9][C:8]([C:11]2[N:15]=[C:14]([C:16]3[N:20]=[C:19]([CH3:21])[N:18]([CH2:22][C:23]4[CH:28]=[CH:27][N:26]=[C:25]([N:34]5[CH2:35][CH2:36][N:31]([CH3:30])[CH2:32][CH2:33]5)[CH:24]=4)[N:17]=3)[O:13][N:12]=2)=[CH:7][CH:6]=1)([CH3:4])([CH3:3])[CH3:2]. The catalyst class is: 16. (6) Reactant: [CH2:1]([N:3]1[CH2:8][CH2:7][N:6]([CH2:9][C:10]2[CH:16]=[CH:15][C:13]([NH2:14])=[CH:12][C:11]=2[C:17]([F:20])([F:19])[F:18])[CH2:5][CH2:4]1)[CH3:2].[Br:21][C:22]1[CH:27]=[CH:26][C:25]([CH2:28][C:29](O)=[O:30])=[C:24]([F:32])[CH:23]=1.C1C=CC2N(O)N=NC=2C=1.C(Cl)CCl.CCN(CC)CC. Product: [Br:21][C:22]1[CH:27]=[CH:26][C:25]([CH2:28][C:29]([NH:14][C:13]2[CH:15]=[CH:16][C:10]([CH2:9][N:6]3[CH2:7][CH2:8][N:3]([CH2:1][CH3:2])[CH2:4][CH2:5]3)=[C:11]([C:17]([F:20])([F:18])[F:19])[CH:12]=2)=[O:30])=[C:24]([F:32])[CH:23]=1. The catalyst class is: 2.